From a dataset of Reaction yield outcomes from USPTO patents with 853,638 reactions. Predict the reaction yield, written as a fraction of the theoretical maximum amount of product (1.0 means a 100% yield; for example, 0.34 means a 34% yield). (1) The reactants are [CH2:1]([NH2:4])[C:2]#[CH:3].C([O-])([O-])=O.[K+].[K+].C[O:12][C:13]1[CH:14]=[C:15](O)[CH:16]=[C:17](OC)[CH:18]=1.C(OCC)(=O)C.CCCCCC. The catalyst is CN(C)C=O. The product is [O:12]([NH:4][CH2:1][C:2]#[CH:3])[C:13]1[CH:14]=[CH:15][CH:16]=[CH:17][CH:18]=1. The yield is 1.00. (2) The reactants are [F:1][C:2]1[CH:7]=[C:6](B2OC(C)(C)C(C)(C)O2)[CH:5]=[CH:4][C:3]=1[C:17]([N:19]1[CH2:23][CH2:22][CH2:21][C@H:20]1[CH2:24][N:25]1[CH2:29][CH2:28][CH2:27][C@H:26]1[CH3:30])=[O:18].Br[C:32]1[S:33][C:34]([C:37]([N:39]2[CH2:43][CH2:42][CH2:41][CH2:40]2)=[O:38])=[CH:35][N:36]=1. No catalyst specified. The product is [F:1][C:2]1[CH:7]=[C:6]([C:32]2[S:33][C:34]([C:37]([N:39]3[CH2:43][CH2:42][CH2:41][CH2:40]3)=[O:38])=[CH:35][N:36]=2)[CH:5]=[CH:4][C:3]=1[C:17]([N:19]1[CH2:23][CH2:22][CH2:21][C@H:20]1[CH2:24][N:25]1[CH2:29][CH2:28][CH2:27][C@H:26]1[CH3:30])=[O:18]. The yield is 0.320. (3) The reactants are [C:1]([O:5][C:6](=[O:16])[NH:7][C:8]1[CH:13]=[CH:12][CH:11]=[C:10]([O:14][CH3:15])[CH:9]=1)([CH3:4])([CH3:3])[CH3:2].C([Li])(C)(C)C.CN([CH:25]=[O:26])C.[Cl-].[NH4+]. The catalyst is C(OCC)C.CCCCC. The product is [CH:25]([C:9]1[C:10]([O:14][CH3:15])=[CH:11][CH:12]=[CH:13][C:8]=1[NH:7][C:6](=[O:16])[O:5][C:1]([CH3:4])([CH3:3])[CH3:2])=[O:26]. The yield is 0.790. (4) The reactants are [CH2:1]([O:3][C:4]1[CH:5]=[C:6]([CH:10]=[CH:11][C:12]=1[N+:13]([O-:15])=[O:14])[C:7](O)=[O:8])[CH3:2].C(N(CC)CC)C.ClC(OCC)=O.O.[NH2:30][NH2:31]. The catalyst is C1COCC1. The product is [CH2:1]([O:3][C:4]1[CH:5]=[C:6]([CH:10]=[CH:11][C:12]=1[N+:13]([O-:15])=[O:14])[C:7]([NH:30][NH2:31])=[O:8])[CH3:2]. The yield is 0.950.